This data is from Peptide-MHC class II binding affinity with 134,281 pairs from IEDB. The task is: Regression. Given a peptide amino acid sequence and an MHC pseudo amino acid sequence, predict their binding affinity value. This is MHC class II binding data. (1) The peptide sequence is GELQICDKIDAAFKI. The MHC is DRB1_1101 with pseudo-sequence DRB1_1101. The binding affinity (normalized) is 0.457. (2) The peptide sequence is APYVAWMRATAIQAE. The MHC is DRB1_0901 with pseudo-sequence DRB1_0901. The binding affinity (normalized) is 0.997.